Dataset: Catalyst prediction with 721,799 reactions and 888 catalyst types from USPTO. Task: Predict which catalyst facilitates the given reaction. Reactant: [F:1][CH:2]([F:33])[C:3]1[N:7]([CH2:8][C:9]2[C:18]3[C:13](=[CH:14][CH:15]=[CH:16][CH:17]=3)[CH:12]=[CH:11][CH:10]=2)[C:6]2[CH:19]=[C:20]([N:27]3[CH2:32][CH2:31][O:30][CH2:29][CH2:28]3)[CH:21]=[C:22]([C:23]([O:25]C)=[O:24])[C:5]=2[N:4]=1.[Li+].[OH-]. Product: [F:33][CH:2]([F:1])[C:3]1[N:7]([CH2:8][C:9]2[C:18]3[C:13](=[CH:14][CH:15]=[CH:16][CH:17]=3)[CH:12]=[CH:11][CH:10]=2)[C:6]2[CH:19]=[C:20]([N:27]3[CH2:32][CH2:31][O:30][CH2:29][CH2:28]3)[CH:21]=[C:22]([C:23]([OH:25])=[O:24])[C:5]=2[N:4]=1. The catalyst class is: 1.